This data is from Full USPTO retrosynthesis dataset with 1.9M reactions from patents (1976-2016). The task is: Predict the reactants needed to synthesize the given product. (1) The reactants are: C(OC([N:8]1[CH2:17][CH2:16][C:15]2[C:10](=[CH:11][CH:12]=[CH:13][C:14]=2[C:18](=[O:32])[NH:19][C:20]2([C:29]([OH:31])=[O:30])[CH2:28][C:27]3[C:22](=[CH:23][CH:24]=[CH:25][CH:26]=3)[CH2:21]2)[CH2:9]1)=O)(C)(C)C.[C:33]([OH:39])([C:35]([F:38])([F:37])[F:36])=[O:34]. Given the product [C:33]([OH:39])([C:35]([F:38])([F:37])[F:36])=[O:34].[CH2:9]1[C:10]2[CH:11]=[CH:12][CH:13]=[C:14]([C:18]([NH:19][C:20]3([C:29]([OH:31])=[O:30])[CH2:28][C:27]4[C:22](=[CH:23][CH:24]=[CH:25][CH:26]=4)[CH2:21]3)=[O:32])[C:15]=2[CH2:16][CH2:17][NH:8]1, predict the reactants needed to synthesize it. (2) Given the product [CH3:23][C@H:18]1[CH2:19][O:20][CH2:21][CH2:22][N:17]1[C:8]1[N:9]=[C:10]([N:11]2[CH2:16][CH2:15][O:14][CH2:13][CH2:12]2)[C:5]2[CH:4]=[CH:3][C:2]([C:34]3[CH:35]=[C:30]([NH:29][S:26]([CH3:25])(=[O:27])=[O:28])[CH:31]=[CH:32][CH:33]=3)=[N:24][C:6]=2[N:7]=1, predict the reactants needed to synthesize it. The reactants are: Cl[C:2]1[CH:3]=[CH:4][C:5]2[C:10]([N:11]3[CH2:16][CH2:15][O:14][CH2:13][CH2:12]3)=[N:9][C:8]([N:17]3[CH2:22][CH2:21][O:20][CH2:19][C@@H:18]3[CH3:23])=[N:7][C:6]=2[N:24]=1.[CH3:25][S:26]([NH:29][C:30]1[CH:31]=[C:32](B(O)O)[CH:33]=[CH:34][CH:35]=1)(=[O:28])=[O:27]. (3) Given the product [Br:4][C:5]1[CH:6]=[C:7]([C:1]#[C:2][CH3:3])[C:8]([NH2:11])=[N:9][CH:10]=1, predict the reactants needed to synthesize it. The reactants are: [CH:1]#[C:2][CH3:3].[Br:4][C:5]1[CH:6]=[C:7](I)[C:8]([NH2:11])=[N:9][CH:10]=1.C(N(CC)CC)C. (4) Given the product [NH2:19][C:18]1[CH:17]=[CH:16][CH:15]=[C:14]([CH3:22])[C:13]=1[NH:12][CH:9]1[CH2:8][CH2:7][N:6]([C:4]([O:3][CH2:1][CH3:2])=[O:5])[CH2:11][CH2:10]1, predict the reactants needed to synthesize it. The reactants are: [CH2:1]([O:3][C:4]([N:6]1[CH2:11][CH2:10][CH:9]([NH:12][C:13]2[C:18]([N+:19]([O-])=O)=[CH:17][CH:16]=[CH:15][C:14]=2[CH3:22])[CH2:8][CH2:7]1)=[O:5])[CH3:2]. (5) Given the product [Cl:4][C:5]1[CH:11]=[CH:10][C:8]([NH:9][C:12](=[O:17])[C:13]([CH3:16])([CH3:15])[CH3:14])=[CH:7][CH:6]=1, predict the reactants needed to synthesize it. The reactants are: C(#N)C.[Cl:4][C:5]1[CH:11]=[CH:10][C:8]([NH2:9])=[CH:7][CH:6]=1.[C:12](Cl)(=[O:17])[C:13]([CH3:16])([CH3:15])[CH3:14]. (6) Given the product [CH3:8][Si:9]([N-:10][Si:11]([CH3:14])([CH3:13])[CH3:12])([CH3:16])[CH3:15].[CH2:1]([Mg+:5])[CH2:2][CH2:3][CH3:4], predict the reactants needed to synthesize it. The reactants are: [CH2:1]([Mg:5]CC)[CH2:2][CH2:3][CH3:4].[CH3:8][Si:9]([CH3:16])([CH3:15])[NH:10][Si:11]([CH3:14])([CH3:13])[CH3:12].